From a dataset of Reaction yield outcomes from USPTO patents with 853,638 reactions. Predict the reaction yield, written as a fraction of the theoretical maximum amount of product (1.0 means a 100% yield; for example, 0.34 means a 34% yield). The reactants are [C:1]1([C:7]2[CH:8]=[CH:9][C:10]3[N:11]([C:13]([CH2:16][NH2:17])=[N:14][N:15]=3)[N:12]=2)[CH:6]=[CH:5][CH:4]=[CH:3][CH:2]=1.Cl[C:19]1[N:27]=[CH:26][N:25]=[C:24]2[C:20]=1[NH:21][CH:22]=[N:23]2.C(O)(CC)C. No catalyst specified. The product is [C:1]1([C:7]2[CH:8]=[CH:9][C:10]3[N:11]([C:13]([CH2:16][NH:17][C:19]4[N:27]=[CH:26][N:25]=[C:24]5[C:20]=4[NH:21][CH:22]=[N:23]5)=[N:14][N:15]=3)[N:12]=2)[CH:2]=[CH:3][CH:4]=[CH:5][CH:6]=1. The yield is 0.328.